This data is from NCI-60 drug combinations with 297,098 pairs across 59 cell lines. The task is: Regression. Given two drug SMILES strings and cell line genomic features, predict the synergy score measuring deviation from expected non-interaction effect. (1) Drug 1: CS(=O)(=O)CCNCC1=CC=C(O1)C2=CC3=C(C=C2)N=CN=C3NC4=CC(=C(C=C4)OCC5=CC(=CC=C5)F)Cl. Drug 2: CC1C(C(CC(O1)OC2CC(CC3=C2C(=C4C(=C3O)C(=O)C5=C(C4=O)C(=CC=C5)OC)O)(C(=O)CO)O)N)O.Cl. Cell line: TK-10. Synergy scores: CSS=47.9, Synergy_ZIP=6.52, Synergy_Bliss=10.7, Synergy_Loewe=7.12, Synergy_HSA=12.6. (2) Drug 1: CCC(=C(C1=CC=CC=C1)C2=CC=C(C=C2)OCCN(C)C)C3=CC=CC=C3.C(C(=O)O)C(CC(=O)O)(C(=O)O)O. Drug 2: C(CC(=O)O)C(=O)CN.Cl. Cell line: HOP-62. Synergy scores: CSS=0.967, Synergy_ZIP=-2.41, Synergy_Bliss=-5.63, Synergy_Loewe=-4.72, Synergy_HSA=-6.30. (3) Drug 1: C1=NC2=C(N1)C(=S)N=C(N2)N. Drug 2: CC1=CC=C(C=C1)C2=CC(=NN2C3=CC=C(C=C3)S(=O)(=O)N)C(F)(F)F. Cell line: SK-OV-3. Synergy scores: CSS=38.0, Synergy_ZIP=-5.41, Synergy_Bliss=-0.982, Synergy_Loewe=-16.9, Synergy_HSA=-0.272. (4) Drug 1: CN1CCC(CC1)COC2=C(C=C3C(=C2)N=CN=C3NC4=C(C=C(C=C4)Br)F)OC. Drug 2: CN1C(=O)N2C=NC(=C2N=N1)C(=O)N. Cell line: UACC62. Synergy scores: CSS=0.565, Synergy_ZIP=-1.62, Synergy_Bliss=-3.91, Synergy_Loewe=-14.8, Synergy_HSA=-6.07. (5) Synergy scores: CSS=18.7, Synergy_ZIP=-10.00, Synergy_Bliss=-6.25, Synergy_Loewe=-33.6, Synergy_HSA=-7.33. Drug 2: CC1CCC2CC(C(=CC=CC=CC(CC(C(=O)C(C(C(=CC(C(=O)CC(OC(=O)C3CCCCN3C(=O)C(=O)C1(O2)O)C(C)CC4CCC(C(C4)OC)O)C)C)O)OC)C)C)C)OC. Drug 1: CC1=CC2C(CCC3(C2CCC3(C(=O)C)OC(=O)C)C)C4(C1=CC(=O)CC4)C. Cell line: HCT-15. (6) Drug 1: CC1=C2C(C(=O)C3(C(CC4C(C3C(C(C2(C)C)(CC1OC(=O)C(C(C5=CC=CC=C5)NC(=O)OC(C)(C)C)O)O)OC(=O)C6=CC=CC=C6)(CO4)OC(=O)C)O)C)O. Drug 2: C#CCC(CC1=CN=C2C(=N1)C(=NC(=N2)N)N)C3=CC=C(C=C3)C(=O)NC(CCC(=O)O)C(=O)O. Cell line: SF-539. Synergy scores: CSS=58.8, Synergy_ZIP=-6.00, Synergy_Bliss=-6.84, Synergy_Loewe=2.42, Synergy_HSA=2.77. (7) Drug 1: C1=C(C(=O)NC(=O)N1)F. Drug 2: C(CCl)NC(=O)N(CCCl)N=O. Cell line: UO-31. Synergy scores: CSS=24.2, Synergy_ZIP=-5.78, Synergy_Bliss=-4.80, Synergy_Loewe=-9.47, Synergy_HSA=-4.39. (8) Drug 1: CS(=O)(=O)C1=CC(=C(C=C1)C(=O)NC2=CC(=C(C=C2)Cl)C3=CC=CC=N3)Cl. Drug 2: CCC(=C(C1=CC=CC=C1)C2=CC=C(C=C2)OCCN(C)C)C3=CC=CC=C3.C(C(=O)O)C(CC(=O)O)(C(=O)O)O. Cell line: MALME-3M. Synergy scores: CSS=3.38, Synergy_ZIP=1.42, Synergy_Bliss=5.98, Synergy_Loewe=3.31, Synergy_HSA=3.30. (9) Drug 1: C1=NC2=C(N1)C(=S)N=C(N2)N. Drug 2: CC1C(C(CC(O1)OC2CC(CC3=C2C(=C4C(=C3O)C(=O)C5=CC=CC=C5C4=O)O)(C(=O)C)O)N)O. Cell line: MDA-MB-231. Synergy scores: CSS=47.1, Synergy_ZIP=-13.0, Synergy_Bliss=-12.7, Synergy_Loewe=-9.52, Synergy_HSA=-7.90.